The task is: Regression. Given two drug SMILES strings and cell line genomic features, predict the synergy score measuring deviation from expected non-interaction effect.. This data is from NCI-60 drug combinations with 297,098 pairs across 59 cell lines. (1) Drug 1: CC1=C(C=C(C=C1)NC2=NC=CC(=N2)N(C)C3=CC4=NN(C(=C4C=C3)C)C)S(=O)(=O)N.Cl. Drug 2: CCC1=CC2CC(C3=C(CN(C2)C1)C4=CC=CC=C4N3)(C5=C(C=C6C(=C5)C78CCN9C7C(C=CC9)(C(C(C8N6C)(C(=O)OC)O)OC(=O)C)CC)OC)C(=O)OC.C(C(C(=O)O)O)(C(=O)O)O. Cell line: SNB-19. Synergy scores: CSS=52.5, Synergy_ZIP=18.5, Synergy_Bliss=17.9, Synergy_Loewe=-18.0, Synergy_HSA=16.9. (2) Drug 1: C1=C(C(=O)NC(=O)N1)F. Drug 2: C1CN(P(=O)(OC1)NCCCl)CCCl. Cell line: SF-268. Synergy scores: CSS=24.6, Synergy_ZIP=-1.53, Synergy_Bliss=3.04, Synergy_Loewe=-7.52, Synergy_HSA=1.93. (3) Synergy scores: CSS=-2.26, Synergy_ZIP=0.00844, Synergy_Bliss=-1.92, Synergy_Loewe=-4.00, Synergy_HSA=-4.57. Drug 1: C1CC(=O)NC(=O)C1N2CC3=C(C2=O)C=CC=C3N. Drug 2: N.N.Cl[Pt+2]Cl. Cell line: UACC-257. (4) Drug 1: CC1OCC2C(O1)C(C(C(O2)OC3C4COC(=O)C4C(C5=CC6=C(C=C35)OCO6)C7=CC(=C(C(=C7)OC)O)OC)O)O. Drug 2: CNC(=O)C1=NC=CC(=C1)OC2=CC=C(C=C2)NC(=O)NC3=CC(=C(C=C3)Cl)C(F)(F)F. Cell line: 786-0. Synergy scores: CSS=25.0, Synergy_ZIP=-10.2, Synergy_Bliss=-2.09, Synergy_Loewe=-2.05, Synergy_HSA=1.73.